Dataset: Catalyst prediction with 721,799 reactions and 888 catalyst types from USPTO. Task: Predict which catalyst facilitates the given reaction. (1) Reactant: [Br:1][C:2]1[CH:3]=[N:4][CH:5]=[CH:6][C:7]=1[OH:8].[H-].[Na+].[CH2:11](Br)[C:12]1[CH:17]=[CH:16][CH:15]=[CH:14][CH:13]=1. Product: [CH2:11]([O:8][C:7]1[CH:6]=[CH:5][N:4]=[CH:3][C:2]=1[Br:1])[C:12]1[CH:17]=[CH:16][CH:15]=[CH:14][CH:13]=1. The catalyst class is: 9. (2) Reactant: [CH2:1]([O:3][C:4](=[O:32])[CH2:5][C:6]1[CH:11]=[CH:10][N:9]=[C:8]([N:12](C(OC(C)(C)C)=O)[CH2:13][C:14]([F:23])([F:22])[C:15]2[CH:20]=[CH:19][CH:18]=[CH:17][N+:16]=2[O-:21])[C:7]=1[F:31])[CH3:2].Cl. Product: [CH2:1]([O:3][C:4](=[O:32])[CH2:5][C:6]1[CH:11]=[CH:10][N:9]=[C:8]([NH:12][CH2:13][C:14]([F:23])([F:22])[C:15]2[CH:20]=[CH:19][CH:18]=[CH:17][N+:16]=2[O-:21])[C:7]=1[F:31])[CH3:2]. The catalyst class is: 25. (3) Reactant: Br[C:2]1[CH:3]=[CH:4][C:5]([O:10][CH:11]([CH3:13])[CH3:12])=[C:6]([CH:9]=1)[C:7]#[N:8].[S:14]1[CH:18]=[CH:17][CH:16]=[C:15]1B(O)O.C(=O)([O-])[O-].[K+].[K+].CC(O)C(O)C.O. Product: [CH:11]([O:10][C:5]1[CH:4]=[CH:3][C:2]([C:15]2[S:14][CH:18]=[CH:17][CH:16]=2)=[CH:9][C:6]=1[C:7]#[N:8])([CH3:13])[CH3:12]. The catalyst class is: 73. (4) Reactant: C([Si]([C:8]#[C:9][C:10]1[CH:11]=[CH:12][C:13]([C:16]([O:18]C)=[O:17])=[N:14][CH:15]=1)(CC)CC)C.CCCC[N+](CCCC)(CCCC)CCCC.[F-]. Product: [C:9]([C:10]1[CH:11]=[CH:12][C:13]([C:16]([OH:18])=[O:17])=[N:14][CH:15]=1)#[CH:8]. The catalyst class is: 1. (5) Reactant: [CH3:1][C:2]1[N:3]=[C:4]([N:17]2[C:21](=[O:22])[NH:20][N:19]=[CH:18]2)[S:5][C:6]=1[C:7]([NH:9][CH2:10][C:11]1[CH:12]=[N:13][CH:14]=[CH:15][CH:16]=1)=[O:8].C(=O)([O-])[O-].[K+].[K+].CS(O[CH2:34][CH:35]1[CH2:37][C:36]1([F:39])[F:38])(=O)=O. Product: [F:38][C:36]1([F:39])[CH2:37][CH:35]1[CH2:34][N:20]1[C:21](=[O:22])[N:17]([C:4]2[S:5][C:6]([C:7]([NH:9][CH2:10][C:11]3[CH:12]=[N:13][CH:14]=[CH:15][CH:16]=3)=[O:8])=[C:2]([CH3:1])[N:3]=2)[CH:18]=[N:19]1. The catalyst class is: 42. (6) Reactant: [F:1][C:2]1[CH:7]=[CH:6][C:5]([C@@:8]2([CH2:18][C:19]#[N:20])[CH2:17][C:12]3([CH2:16][CH2:15][CH2:14][CH2:13]3)[O:11][CH2:10][CH2:9]2)=[CH:4][CH:3]=1.[H-].[H-].[H-].[H-].[Li+].[Al+3]. Product: [F:1][C:2]1[CH:3]=[CH:4][C:5]([C@@:8]2([CH2:18][CH2:19][NH2:20])[CH2:17][C:12]3([CH2:16][CH2:15][CH2:14][CH2:13]3)[O:11][CH2:10][CH2:9]2)=[CH:6][CH:7]=1. The catalyst class is: 28.